This data is from NCI-60 drug combinations with 297,098 pairs across 59 cell lines. The task is: Regression. Given two drug SMILES strings and cell line genomic features, predict the synergy score measuring deviation from expected non-interaction effect. (1) Drug 1: C1=CC=C(C=C1)NC(=O)CCCCCCC(=O)NO. Drug 2: CC12CCC3C(C1CCC2O)C(CC4=C3C=CC(=C4)O)CCCCCCCCCS(=O)CCCC(C(F)(F)F)(F)F. Synergy scores: CSS=1.97, Synergy_ZIP=0.297, Synergy_Bliss=3.15, Synergy_Loewe=1.01, Synergy_HSA=1.49. Cell line: UACC62. (2) Drug 1: C1CCN(CC1)CCOC2=CC=C(C=C2)C(=O)C3=C(SC4=C3C=CC(=C4)O)C5=CC=C(C=C5)O. Drug 2: C1=NC2=C(N1)C(=S)N=CN2. Cell line: RXF 393. Synergy scores: CSS=3.15, Synergy_ZIP=5.38, Synergy_Bliss=1.25, Synergy_Loewe=1.55, Synergy_HSA=0.735. (3) Drug 1: C1CCC(C1)C(CC#N)N2C=C(C=N2)C3=C4C=CNC4=NC=N3. Drug 2: CCCCC(=O)OCC(=O)C1(CC(C2=C(C1)C(=C3C(=C2O)C(=O)C4=C(C3=O)C=CC=C4OC)O)OC5CC(C(C(O5)C)O)NC(=O)C(F)(F)F)O. Cell line: SK-MEL-28. Synergy scores: CSS=-3.41, Synergy_ZIP=3.08, Synergy_Bliss=2.15, Synergy_Loewe=-2.40, Synergy_HSA=-2.41. (4) Drug 1: CC1C(C(CC(O1)OC2CC(CC3=C2C(=C4C(=C3O)C(=O)C5=C(C4=O)C(=CC=C5)OC)O)(C(=O)C)O)N)O.Cl. Drug 2: CS(=O)(=O)OCCCCOS(=O)(=O)C. Cell line: NCI/ADR-RES. Synergy scores: CSS=10.4, Synergy_ZIP=2.19, Synergy_Bliss=4.84, Synergy_Loewe=2.44, Synergy_HSA=3.00. (5) Drug 1: C1C(C(OC1N2C=NC3=C(N=C(N=C32)Cl)N)CO)O. Drug 2: CCCCC(=O)OCC(=O)C1(CC(C2=C(C1)C(=C3C(=C2O)C(=O)C4=C(C3=O)C=CC=C4OC)O)OC5CC(C(C(O5)C)O)NC(=O)C(F)(F)F)O. Cell line: ACHN. Synergy scores: CSS=75.8, Synergy_ZIP=-1.66, Synergy_Bliss=-0.739, Synergy_Loewe=-10.7, Synergy_HSA=2.21. (6) Drug 1: C1CN1P(=S)(N2CC2)N3CC3. Drug 2: C1=CN(C(=O)N=C1N)C2C(C(C(O2)CO)O)O.Cl. Cell line: U251. Synergy scores: CSS=43.1, Synergy_ZIP=1.48, Synergy_Bliss=0.888, Synergy_Loewe=-2.04, Synergy_HSA=6.85.